Dataset: Forward reaction prediction with 1.9M reactions from USPTO patents (1976-2016). Task: Predict the product of the given reaction. (1) Given the reactants Cl.[CH3:2][C@@H:3]1[C@@H:8]2[CH2:9][C@@H:5]([C@H:6]([O:10][C:11]3[CH:16]=[CH:15][C:14]([C:17]([F:20])([F:19])[F:18])=[CH:13][N:12]=3)[CH2:7]2)[N:4]1C(OC(C)(C)C)=O, predict the reaction product. The product is: [CH3:2][C@@H:3]1[C@@H:8]2[CH2:9][C@@H:5]([C@H:6]([O:10][C:11]3[CH:16]=[CH:15][C:14]([C:17]([F:19])([F:18])[F:20])=[CH:13][N:12]=3)[CH2:7]2)[NH:4]1. (2) Given the reactants [NH2:1][C:2]1[CH:10]=[CH:9][CH:8]=[C:7]2[C:3]=1[CH:4]=[CH:5][NH:6]2.C(=O)([O-])[O-].[Na+].[Na+].Cl.C(O)C[CH2:20][CH3:21], predict the reaction product. The product is: [CH3:7][N:6]1[CH2:20][CH2:21][N:1]([C:2]2[CH:10]=[CH:9][CH:8]=[C:7]3[C:3]=2[CH:4]=[CH:5][NH:6]3)[CH2:4][CH2:5]1. (3) Given the reactants [C:1]([C:5]1[S:9]/[C:8](=[N:10]\[C:11](=[O:23])[C:12]2[CH:17]=[C:16]([C:18]([F:21])([F:20])[F:19])[CH:15]=[CH:14][C:13]=2F)/[N:7]([CH2:24][C@@H:25]2[CH2:29][CH2:28][CH2:27][O:26]2)[CH:6]=1)([CH3:4])([CH3:3])[CH3:2].[CH3:30][N:31]1[CH2:36][CH2:35][N:34]([CH3:37])[CH2:33][CH:32]1[CH2:38][OH:39], predict the reaction product. The product is: [C:1]([C:5]1[S:9]/[C:8](=[N:10]\[C:11](=[O:23])[C:12]2[CH:17]=[C:16]([C:18]([F:21])([F:20])[F:19])[CH:15]=[CH:14][C:13]=2[O:39][CH2:38][CH:32]2[CH2:33][N:34]([CH3:37])[CH2:35][CH2:36][N:31]2[CH3:30])/[N:7]([CH2:24][C@@H:25]2[CH2:29][CH2:28][CH2:27][O:26]2)[CH:6]=1)([CH3:4])([CH3:3])[CH3:2]. (4) Given the reactants [Cl:1][C:2]1[CH:7]=[C:6]([N:8]=[C:9]=[S:10])[CH:5]=[C:4]([C:11]([F:14])([F:13])[F:12])[C:3]=1[C:15]1[CH:20]=[CH:19][C:18]([S:21]([CH:24]2[CH2:29][CH2:28][CH2:27][N:26]([C:30]([O:32][C:33]([CH3:36])([CH3:35])[CH3:34])=[O:31])[CH2:25]2)(=[O:23])=[O:22])=[CH:17][CH:16]=1.[N:37]#[C:38][NH2:39].[Na].[CH3:41]O.CI, predict the reaction product. The product is: [Cl:1][C:2]1[CH:7]=[C:6]([N:8]([NH:37][C:38]#[N:39])[CH2:9][S:10][CH3:41])[CH:5]=[C:4]([C:11]([F:12])([F:13])[F:14])[C:3]=1[C:15]1[CH:16]=[CH:17][C:18]([S:21]([CH:24]2[CH2:29][CH2:28][CH2:27][N:26]([C:30]([O:32][C:33]([CH3:36])([CH3:35])[CH3:34])=[O:31])[CH2:25]2)(=[O:23])=[O:22])=[CH:19][CH:20]=1. (5) Given the reactants [CH3:1][C:2]1[C:3]([CH2:12][C:13]2[NH:17][C:16]3[CH:18]=[CH:19][C:20]([C:22]#[N:23])=[CH:21][C:15]=3[N:14]=2)=[C:4]2[C:8](=[C:9]([CH3:11])[CH:10]=1)[NH:7][CH:6]=[CH:5]2.C1C(=O)N([Cl:31])C(=O)C1, predict the reaction product. The product is: [Cl:31][C:5]1[C:4]2[C:8](=[C:9]([CH3:11])[CH:10]=[C:2]([CH3:1])[C:3]=2[CH2:12][C:13]2[NH:17][C:16]3[CH:18]=[CH:19][C:20]([C:22]#[N:23])=[CH:21][C:15]=3[N:14]=2)[NH:7][CH:6]=1. (6) Given the reactants [NH2:1][C:2]1[CH:3]=[C:4]([C:8]2[N:9]=[C:10]([CH3:31])[S:11][C:12]=2[C:13]2[CH:18]=[CH:17][N:16]=[C:15]([NH:19][C:20]3[CH:29]=[C:28]4[C:23]([CH2:24][CH2:25][N:26]([CH3:30])[CH2:27]4)=[CH:22][CH:21]=3)[N:14]=2)[CH:5]=[CH:6][CH:7]=1.[Cl:32][C:33]1[CH:38]=[CH:37][C:36]([N:39]=[C:40]=[O:41])=[CH:35][C:34]=1[C:42]([F:45])([F:44])[F:43].CN(C(ON1N=NC2C=CC=NC1=2)=[N+](C)C)C.F[P-](F)(F)(F)(F)F.C(N(C(C)C)CC)(C)C, predict the reaction product. The product is: [Cl:32][C:33]1[CH:38]=[CH:37][C:36]([NH:39][C:40]([NH:1][C:2]2[CH:7]=[CH:6][CH:5]=[C:4]([C:8]3[N:9]=[C:10]([CH3:31])[S:11][C:12]=3[C:13]3[CH:18]=[CH:17][N:16]=[C:15]([NH:19][C:20]4[CH:29]=[C:28]5[C:23]([CH2:24][CH2:25][N:26]([CH3:30])[CH2:27]5)=[CH:22][CH:21]=4)[N:14]=3)[CH:3]=2)=[O:41])=[CH:35][C:34]=1[C:42]([F:43])([F:44])[F:45].